From a dataset of Full USPTO retrosynthesis dataset with 1.9M reactions from patents (1976-2016). Predict the reactants needed to synthesize the given product. (1) Given the product [C:12]([O:16][C:17]([N:19]1[CH2:24][CH2:23][CH:22]([NH:25][CH:9]2[C:10]3[N:1]=[CH:2][CH:3]=[CH:4][C:5]=3[CH2:6][CH2:7][CH2:8]2)[CH2:21][CH2:20]1)=[O:18])([CH3:15])([CH3:13])[CH3:14], predict the reactants needed to synthesize it. The reactants are: [N:1]1[C:10]2[C:9](=O)[CH2:8][CH2:7][CH2:6][C:5]=2[CH:4]=[CH:3][CH:2]=1.[C:12]([O:16][C:17]([N:19]1[CH2:24][CH2:23][CH:22]([NH2:25])[CH2:21][CH2:20]1)=[O:18])([CH3:15])([CH3:14])[CH3:13].[BH-](OC(C)=O)(OC(C)=O)OC(C)=O.[Na+]. (2) Given the product [C:18]([C:15]1[CH:14]=[CH:13][C:12]([CH2:11][N:7]2[C:8]3[C:4](=[CH:3][C:2]([C:26]4[CH:27]=[CH:28][C:23]([Cl:22])=[CH:24][CH:25]=4)=[CH:10][CH:9]=3)[CH:5]=[CH:6]2)=[CH:17][CH:16]=1)([CH3:21])([CH3:20])[CH3:19], predict the reactants needed to synthesize it. The reactants are: Br[C:2]1[CH:3]=[C:4]2[C:8](=[CH:9][CH:10]=1)[N:7]([CH2:11][C:12]1[CH:17]=[CH:16][C:15]([C:18]([CH3:21])([CH3:20])[CH3:19])=[CH:14][CH:13]=1)[CH:6]=[CH:5]2.[Cl:22][C:23]1[CH:28]=[CH:27][C:26](B(O)O)=[CH:25][CH:24]=1. (3) Given the product [S:1]1[CH:6]=[CH:5][CH2:4][S:3]1.[S:1]1[CH2:6][CH2:5][CH2:4][S:3][CH2:2]1, predict the reactants needed to synthesize it. The reactants are: [S:1]1[CH2:6][CH2:5][CH2:4][S:3][CH2:2]1.S1CCCS1. (4) Given the product [OH:5][C:6]1[CH:14]=[CH:13][C:9]([C:10]([O:12][CH3:16])=[O:11])=[C:8]([CH3:15])[CH:7]=1, predict the reactants needed to synthesize it. The reactants are: S(Cl)(Cl)=O.[OH:5][C:6]1[CH:14]=[CH:13][C:9]([C:10]([OH:12])=[O:11])=[C:8]([CH3:15])[CH:7]=1.[CH3:16]O.